This data is from Catalyst prediction with 721,799 reactions and 888 catalyst types from USPTO. The task is: Predict which catalyst facilitates the given reaction. (1) Product: [CH3:1][O:2][C:3]1[CH:12]=[C:11]([NH:13][C:14]([C:16]2[O:17][C:18]([CH:24]([CH3:26])[CH3:25])=[C:19]([CH:21]([CH3:22])[CH3:23])[CH:20]=2)=[O:15])[CH:10]=[CH:9][C:4]=1[C:5]([OH:7])=[O:6]. The catalyst class is: 74. Reactant: [CH3:1][O:2][C:3]1[CH:12]=[C:11]([NH:13][C:14]([C:16]2[O:17][C:18]([CH:24]([CH3:26])[CH3:25])=[C:19]([CH:21]([CH3:23])[CH3:22])[CH:20]=2)=[O:15])[CH:10]=[CH:9][C:4]=1[C:5]([O:7]C)=[O:6]. (2) Product: [OH:43][CH2:42][C@H:10]1[C@H:9]([C:6]2[CH:7]=[CH:8][C:3]([OH:2])=[CH:4][CH:5]=2)[C@@H:14]([O:15][CH2:16][C:17]2[CH:18]=[CH:19][C:20]3[O:25][CH2:24][CH2:23][N:22]([CH2:26][CH2:27][CH2:28][O:29][CH3:30])[C:21]=3[CH:31]=2)[CH2:13][N:12]([S:32]([C:35]2[CH:36]=[CH:37][C:38]([CH3:41])=[CH:39][CH:40]=2)(=[O:33])=[O:34])[CH2:11]1. The catalyst class is: 35. Reactant: C[O:2][C:3]1[CH:8]=[CH:7][C:6]([C@@H:9]2[C@@H:14]([O:15][CH2:16][C:17]3[CH:18]=[CH:19][C:20]4[O:25][CH2:24][CH2:23][N:22]([CH2:26][CH2:27][CH2:28][O:29][CH3:30])[C:21]=4[CH:31]=3)[CH2:13][N:12]([S:32]([C:35]3[CH:40]=[CH:39][C:38]([CH3:41])=[CH:37][CH:36]=3)(=[O:34])=[O:33])[CH2:11][C@H:10]2[CH2:42][OH:43])=[CH:5][CH:4]=1.C([S-])C.[Na+].Cl.